Predict the product of the given reaction. From a dataset of Forward reaction prediction with 1.9M reactions from USPTO patents (1976-2016). Given the reactants [NH2:1][CH2:2][CH2:3][O:4][CH2:5][CH2:6][O:7][C:8]1[CH:9]=[CH:10][C:11]2[C:12]3[N:13]([CH2:29][CH2:30][N:31]=3)[C:14]([NH:20][C:21](=[O:28])[C:22]3[CH:27]=[CH:26][CH:25]=[N:24][CH:23]=3)=[N:15][C:16]=2[C:17]=1[O:18][CH3:19].[C:32]1([S:38](Cl)(=[O:40])=[O:39])[CH:37]=[CH:36][CH:35]=[CH:34][CH:33]=1, predict the reaction product. The product is: [CH3:19][O:18][C:17]1[C:16]2[N:15]=[C:14]([NH:20][C:21](=[O:28])[C:22]3[CH:27]=[CH:26][CH:25]=[N:24][CH:23]=3)[N:13]3[CH2:29][CH2:30][N:31]=[C:12]3[C:11]=2[CH:10]=[CH:9][C:8]=1[O:7][CH2:6][CH2:5][O:4][CH2:3][CH2:2][NH:1][S:38]([C:32]1[CH:37]=[CH:36][CH:35]=[CH:34][CH:33]=1)(=[O:40])=[O:39].